This data is from Reaction yield outcomes from USPTO patents with 853,638 reactions. The task is: Predict the reaction yield, written as a fraction of the theoretical maximum amount of product (1.0 means a 100% yield; for example, 0.34 means a 34% yield). (1) The product is [F:1][C:2]1[CH:7]=[C:6]([F:8])[CH:5]=[CH:4][C:3]=1[NH:9][C@H:10]1[NH:18][C:17]2[C:12](=[N:13][C:14]([NH:19][CH:20]3[CH2:21][CH2:22][C:23](=[O:24])[CH2:28][CH2:29]3)=[N:15][CH:16]=2)[N:11]1[CH:30]1[CH2:35][CH2:34][CH:33]([OH:36])[CH2:32][CH2:31]1. The reactants are [F:1][C:2]1[CH:7]=[C:6]([F:8])[CH:5]=[CH:4][C:3]=1[NH:9][C@H:10]1[NH:18][C:17]2[C:12](=[N:13][C:14]([NH:19][CH:20]3[CH2:29][CH2:28][C:23]4(OCC[O:24]4)[CH2:22][CH2:21]3)=[N:15][CH:16]=2)[N:11]1[CH:30]1[CH2:35][CH2:34][CH:33]([OH:36])[CH2:32][CH2:31]1.FC(F)(F)C(O)=O. The yield is 0.120. The catalyst is C(Cl)Cl. (2) The reactants are [I:1][C:2]1[CH:7]=[CH:6][CH:5]=[CH:4][C:3]=1[CH2:8][C:9]([OH:11])=[O:10].S(=O)(=O)(O)O.[CH3:17]O. No catalyst specified. The product is [I:1][C:2]1[CH:7]=[CH:6][CH:5]=[CH:4][C:3]=1[CH2:8][C:9]([O:11][CH3:17])=[O:10]. The yield is 0.990.